This data is from Catalyst prediction with 721,799 reactions and 888 catalyst types from USPTO. The task is: Predict which catalyst facilitates the given reaction. (1) Product: [NH2:21][C:19]1[S:20][CH:14]=[C:13]([C:10]2[CH:11]=[CH:12][C:7]([O:6][C:5]3[CH:16]=[CH:17][C:2]([OH:1])=[CH:3][CH:4]=3)=[CH:8][CH:9]=2)[N:18]=1. The catalyst class is: 14. Reactant: [OH:1][C:2]1[CH:17]=[CH:16][C:5]([O:6][C:7]2[CH:12]=[CH:11][C:10]([C:13](=O)[CH3:14])=[CH:9][CH:8]=2)=[CH:4][CH:3]=1.[NH2:18][C:19]([NH2:21])=[S:20].II. (2) Reactant: Cl[S:2]([C:5]1[CH:14]=[CH:13][C:8]([C:9]([O:11][CH3:12])=[O:10])=[CH:7][CH:6]=1)(=[O:4])=[O:3].[CH3:15][O:16][C:17]1[CH:22]=[CH:21][C:20]([CH2:23][NH2:24])=[CH:19][CH:18]=1.C(N(CC)CC)C. Product: [CH3:15][O:16][C:17]1[CH:22]=[CH:21][C:20]([CH2:23][NH:24][S:2]([C:5]2[CH:14]=[CH:13][C:8]([C:9]([O:11][CH3:12])=[O:10])=[CH:7][CH:6]=2)(=[O:4])=[O:3])=[CH:19][CH:18]=1. The catalyst class is: 4.